From a dataset of Full USPTO retrosynthesis dataset with 1.9M reactions from patents (1976-2016). Predict the reactants needed to synthesize the given product. (1) Given the product [F:1][C:2]([F:17])([F:18])[CH2:3][O:4][C:5]1[CH:14]=[CH:13][C:12]2[C:7](=[CH:8][CH:9]=[CH:10][CH:11]=2)[C:6]=1[CH2:15][OH:16], predict the reactants needed to synthesize it. The reactants are: [F:1][C:2]([F:18])([F:17])[CH2:3][O:4][C:5]1[CH:14]=[CH:13][C:12]2[C:7](=[CH:8][CH:9]=[CH:10][CH:11]=2)[C:6]=1[CH:15]=[O:16].[BH4-].[Na+].Cl. (2) Given the product [C:1]([OH:13])(=[O:12])[CH2:2][CH2:3][CH2:4][CH2:5][CH2:6][CH2:7][CH2:8][C:9]([OH:11])=[O:10].[CH2:14]([NH:16][CH2:17][CH3:18])[CH3:15], predict the reactants needed to synthesize it. The reactants are: [C:1]([OH:13])(=[O:12])[CH2:2][CH2:3][CH2:4][CH2:5][CH2:6][CH2:7][CH2:8][C:9]([OH:11])=[O:10].[CH2:14]([NH:16][CH2:17][CH3:18])[CH3:15]. (3) Given the product [F:1][C:2]1[CH:7]=[CH:6][C:5]([C:8]#[C:9][CH2:10][O:11][C:12]2[CH:17]=[CH:16][C:15]([C:18]3[NH:26][C:25]4[C:24](=[O:35])[N:23]([CH2:36][CH2:37][CH3:38])[CH:22]=[N:21][C:20]=4[N:19]=3)=[CH:14][CH:13]=2)=[CH:4][CH:3]=1, predict the reactants needed to synthesize it. The reactants are: [F:1][C:2]1[CH:7]=[CH:6][C:5]([C:8]#[C:9][CH2:10][O:11][C:12]2[CH:17]=[CH:16][C:15]([C:18]3[N:26](COCC[Si](C)(C)C)[C:25]4[C:24](=[O:35])[N:23]([CH2:36][CH2:37][CH3:38])[CH:22]=[N:21][C:20]=4[N:19]=3)=[CH:14][CH:13]=2)=[CH:4][CH:3]=1.Cl. (4) The reactants are: [Cl:1][C:2]1[CH:31]=[CH:30][C:5]([CH:6]=[CH:7][CH2:8][N:9]2[C:14](=[O:15])[C:13]([CH2:16]OS(C)(=O)=O)=[CH:12][C:11]([C:22]3[CH:27]=[CH:26][C:25]([F:28])=[C:24]([CH3:29])[CH:23]=3)=[N:10]2)=[CH:4][CH:3]=1.[CH3:32][N:33]1[CH2:38][CH2:37][NH:36][CH2:35][CH2:34]1. Given the product [Cl:1][C:2]1[CH:3]=[CH:4][C:5]([CH:6]=[CH:7][CH2:8][N:9]2[C:14](=[O:15])[C:13]([CH2:16][N:36]3[CH2:37][CH2:38][N:33]([CH3:32])[CH2:34][CH2:35]3)=[CH:12][C:11]([C:22]3[CH:27]=[CH:26][C:25]([F:28])=[C:24]([CH3:29])[CH:23]=3)=[N:10]2)=[CH:30][CH:31]=1, predict the reactants needed to synthesize it. (5) Given the product [F:13][C:10]([F:11])([F:12])[C:6]1[CH:5]=[C:4]([C:14]2[CH:15]=[CH:16][C:17]([C:20]([F:23])([F:22])[F:21])=[CH:18][CH:19]=2)[NH:3][C:2](=[O:1])[CH:7]=1, predict the reactants needed to synthesize it. The reactants are: [O:1]=[C:2]1[C:7](C#N)=[C:6]([C:10]([F:13])([F:12])[F:11])[CH:5]=[C:4]([C:14]2[CH:19]=[CH:18][C:17]([C:20]([F:23])([F:22])[F:21])=[CH:16][CH:15]=2)[NH:3]1.Br. (6) The reactants are: [F:1][C:2]1[CH:3]=[C:4]([C:11]([F:14])([F:13])[F:12])[CH:5]=[C:6]2[C:10]=1[NH:9][CH:8]=[CH:7]2.[H-].[Na+].[CH3:17]I.O. Given the product [F:1][C:2]1[CH:3]=[C:4]([C:11]([F:14])([F:12])[F:13])[CH:5]=[C:6]2[C:10]=1[N:9]([CH3:17])[CH:8]=[CH:7]2, predict the reactants needed to synthesize it. (7) The reactants are: [CH:1]1([S:6]([C:9]([C:12]2[CH:17]=[C:16]([N:18]3[CH2:23][CH2:22][O:21][CH2:20][C@@H:19]3[CH3:24])[N:15]=[C:14]([C:25]3[CH:30]=[CH:29][C:28]([NH:31][C:32](=O)[O:33]C4C=CC=CC=4)=[CH:27][CH:26]=3)[N:13]=2)([CH3:11])[CH3:10])(=[O:8])=[O:7])[CH2:5][CH2:4][CH2:3][CH2:2]1.C1(S(C[C:68]2[CH:67]=[C:66]([N:69]3CCOC[C@@H]3C)N=C(C3[CH:68]=[CH:67][C:66]([NH:69]C(=O)OC4C=CC=CC=4)=CC=3)N=2)(=O)=O)CCCC1. Given the product [CH:1]1([S:6]([C:9]([C:12]2[CH:17]=[C:16]([N:18]3[CH2:23][CH2:22][O:21][CH2:20][C@@H:19]3[CH3:24])[N:15]=[C:14]([C:25]3[CH:30]=[CH:29][C:28]([NH:31][C:32]([NH:69][CH:66]4[CH2:68][CH2:67]4)=[O:33])=[CH:27][CH:26]=3)[N:13]=2)([CH3:11])[CH3:10])(=[O:8])=[O:7])[CH2:2][CH2:3][CH2:4][CH2:5]1, predict the reactants needed to synthesize it. (8) The reactants are: Br[C:2]1[N:7]=[CH:6][C:5]([OH:8])=[CH:4][CH:3]=1.[C:9](=[O:12])([O-])[O-].[Na+].[Na+].C1(C)C=CC=CC=1.[CH3:22][N:23]1[CH:27]=[C:26](B2OC(C)(C)C(C)(C)O2)[CH:25]=[N:24]1. Given the product [N:7]1[CH:2]=[CH:3][CH:4]=[C:5]([O:8][C:27]2[CH2:26][CH2:9][O:12][N:23]=2)[CH:6]=1.[CH3:22][N:23]1[CH:27]=[C:26]([C:2]2[N:7]=[CH:6][C:5]([OH:8])=[CH:4][CH:3]=2)[CH:25]=[N:24]1, predict the reactants needed to synthesize it. (9) Given the product [CH3:20][C:21]1[C:26]([CH2:27][O:14][C:12]2[CH:11]=[C:10]([C:15]([F:18])([F:17])[F:16])[C:9]3[C:5]([CH2:4][C:3]([OH:2])=[O:19])=[CH:6][S:7][C:8]=3[CH:13]=2)=[CH:25][CH:24]=[C:23]([CH3:29])[N:22]=1, predict the reactants needed to synthesize it. The reactants are: C[O:2][C:3](=[O:19])[CH2:4][C:5]1[C:9]2[C:10]([C:15]([F:18])([F:17])[F:16])=[CH:11][C:12]([OH:14])=[CH:13][C:8]=2[S:7][CH:6]=1.[CH3:20][C:21]1[C:26]([CH2:27]O)=[CH:25][CH:24]=[C:23]([CH3:29])[N:22]=1.C1CCN(C(N=NC(N2CCCCC2)=O)=O)CC1.C(P(CCCC)CCCC)CCC. (10) The reactants are: [Cl:1][C:2]1[CH:10]=[CH:9][CH:8]=[C:7]([F:11])[C:3]=1[C:4]([OH:6])=O.[O:12]1[CH2:17][CH2:16][CH:15]([CH:18]([C:21]2[CH:22]=[N:23][C:24]([C:27]([F:30])([F:29])[F:28])=[CH:25][CH:26]=2)[CH2:19][NH2:20])[CH2:14][CH2:13]1. Given the product [Cl:1][C:2]1[CH:10]=[CH:9][CH:8]=[C:7]([F:11])[C:3]=1[C:4]([NH:20][CH2:19][CH:18]([CH:15]1[CH2:16][CH2:17][O:12][CH2:13][CH2:14]1)[C:21]1[CH:22]=[N:23][C:24]([C:27]([F:30])([F:28])[F:29])=[CH:25][CH:26]=1)=[O:6], predict the reactants needed to synthesize it.